This data is from Forward reaction prediction with 1.9M reactions from USPTO patents (1976-2016). The task is: Predict the product of the given reaction. (1) Given the reactants [Br:1][C:2]1[CH:3]=[C:4]2[C:8](=[C:9]([C:11]([NH2:13])=[O:12])[CH:10]=1)[NH:7][CH:6]=[C:5]2[CH:14]1[CH2:19][CH2:18][NH:17][CH2:16][CH2:15]1.[CH2:20]([S:23](Cl)(=[O:25])=[O:24])[CH2:21][CH3:22], predict the reaction product. The product is: [Br:1][C:2]1[CH:3]=[C:4]2[C:8](=[C:9]([C:11]([NH2:13])=[O:12])[CH:10]=1)[NH:7][CH:6]=[C:5]2[CH:14]1[CH2:19][CH2:18][N:17]([S:23]([CH2:20][CH2:21][CH3:22])(=[O:25])=[O:24])[CH2:16][CH2:15]1. (2) The product is: [NH2:2][C:17]([CH3:18])([CH2:16][CH2:15][O:14][CH2:7][C:8]1[CH:13]=[CH:12][CH:11]=[CH:10][CH:9]=1)[C:4]#[N:3]. Given the reactants [Cl-].[NH4+:2].[NH3:3].[C-:4]#N.[Na+].[CH2:7]([O:14][CH2:15][CH2:16][C:17](=O)[CH3:18])[C:8]1[CH:13]=[CH:12][CH:11]=[CH:10][CH:9]=1, predict the reaction product.